From a dataset of Peptide-MHC class I binding affinity with 185,985 pairs from IEDB/IMGT. Regression. Given a peptide amino acid sequence and an MHC pseudo amino acid sequence, predict their binding affinity value. This is MHC class I binding data. (1) The peptide sequence is FGAQMGWPV. The MHC is HLA-B46:01 with pseudo-sequence HLA-B46:01. The binding affinity (normalized) is 0.0847. (2) The MHC is HLA-B15:17 with pseudo-sequence HLA-B15:17. The binding affinity (normalized) is 0.436. The peptide sequence is ALYLLDGLR. (3) The binding affinity (normalized) is 0.00694. The peptide sequence is NRYFYCQL. The MHC is HLA-A02:02 with pseudo-sequence HLA-A02:02. (4) The peptide sequence is LVRSETKQK. The MHC is HLA-B07:02 with pseudo-sequence HLA-B07:02. The binding affinity (normalized) is 0.0339.